From a dataset of Forward reaction prediction with 1.9M reactions from USPTO patents (1976-2016). Predict the product of the given reaction. Given the reactants [CH:1]([C:3]1[S:7][C:6]([CH2:8][CH2:9][C:10]2[N:11]=[C:12]([NH:15][C:16](=[O:18])[CH3:17])[S:13][CH:14]=2)=[CH:5][C:4]=1[CH3:19])=O.C1(P(=[CH:39][C:40]([O:42][CH3:43])=[O:41])(C2C=CC=CC=2)C2C=CC=CC=2)C=CC=CC=1, predict the reaction product. The product is: [C:16]([NH:15][C:12]1[S:13][CH:14]=[C:10]([CH2:9][CH2:8][C:6]2[S:7][C:3](/[CH:1]=[CH:39]/[C:40]([O:42][CH3:43])=[O:41])=[C:4]([CH3:19])[CH:5]=2)[N:11]=1)(=[O:18])[CH3:17].